From a dataset of Catalyst prediction with 721,799 reactions and 888 catalyst types from USPTO. Predict which catalyst facilitates the given reaction. (1) Reactant: [Br:1][C:2]1[CH:3]=[CH:4][CH:5]=[C:6]2[C:11]=1[N:10]=[CH:9][CH:8]=[C:7]2[CH3:12].[Se](=O)=[O:14]. Product: [Br:1][C:2]1[CH:3]=[CH:4][CH:5]=[C:6]2[C:11]=1[N:10]=[CH:9][CH:8]=[C:7]2[CH:12]=[O:14]. The catalyst class is: 12. (2) Reactant: [CH3:1][O:2][C:3]1[CH:9]=[CH:8][C:6]([NH2:7])=[CH:5][CH:4]=1.C(O[CH:13]=[C:14]([C:20]([O:22][CH2:23][CH3:24])=[O:21])[C:15]([O:17][CH2:18][CH3:19])=[O:16])C. Product: [CH3:1][O:2][C:3]1[CH:9]=[CH:8][C:6]([NH:7][CH:13]=[C:14]([C:15]([O:17][CH2:18][CH3:19])=[O:16])[C:20]([O:22][CH2:23][CH3:24])=[O:21])=[CH:5][CH:4]=1. The catalyst class is: 8. (3) Reactant: [O:1]1[CH2:5][CH2:4][CH2:3][CH:2]1[C:6]1[C:14]2[C:13]([C:15]3[CH:16]=[C:17]([CH:19]=[CH:20][CH:21]=3)[NH2:18])=[N:12][CH:11]=[N:10][C:9]=2[N:8]([CH2:22][O:23][CH2:24][CH2:25][Si:26]([CH3:29])([CH3:28])[CH3:27])[CH:7]=1.CCN(C(C)C)C(C)C.[CH3:39][C:40](=[CH2:44])[C:41](Cl)=[O:42]. Product: [O:1]1[CH2:5][CH2:4][CH2:3][CH:2]1[C:6]1[C:14]2[C:13]([C:15]3[CH:16]=[C:17]([NH:18][C:41](=[O:42])[C:40]([CH3:44])=[CH2:39])[CH:19]=[CH:20][CH:21]=3)=[N:12][CH:11]=[N:10][C:9]=2[N:8]([CH2:22][O:23][CH2:24][CH2:25][Si:26]([CH3:29])([CH3:28])[CH3:27])[CH:7]=1. The catalyst class is: 1. (4) Reactant: [S:1]1[CH:5]=[C:4]([CH2:6][N:7]2[CH2:11][C@@H:10]([C:12]3[CH:17]=[CH:16][C:15]([F:18])=[C:14]([F:19])[CH:13]=3)[C@H:9]([NH:20]C(=O)OC(C)(C)C)[CH2:8]2)[N:3]=[N:2]1.[ClH:28]. Product: [ClH:28].[ClH:28].[S:1]1[CH:5]=[C:4]([CH2:6][N:7]2[CH2:11][C@@H:10]([C:12]3[CH:17]=[CH:16][C:15]([F:18])=[C:14]([F:19])[CH:13]=3)[C@H:9]([NH2:20])[CH2:8]2)[N:3]=[N:2]1. The catalyst class is: 41.